The task is: Predict the reactants needed to synthesize the given product.. This data is from Full USPTO retrosynthesis dataset with 1.9M reactions from patents (1976-2016). (1) Given the product [C:34]([O:40][CH2:41][C@H:42]([C:44]1[C:45]([Br:56])=[C:46]2[C:51](=[CH:52][C:53]=1[CH3:54])[N:50]=[C:49]([CH3:55])[CH:48]=[CH:47]2)[O:43][C:2]([CH3:4])([CH3:3])[CH3:1])(=[O:39])[C:35]([CH3:38])([CH3:37])[CH3:36], predict the reactants needed to synthesize it. The reactants are: [C:1](OC[C@@H](O[C:2]([CH3:4])([CH3:3])[CH3:1])C1C(C2C=CC(Cl)=CC=2)=C2C(=CC=1Cl)N=C(C)C=C2)(=O)[C:2](C)([CH3:4])[CH3:3].[C:34]([O:40][CH2:41][C@H:42]([C:44]1[C:45]([Br:56])=[C:46]2[C:51](=[CH:52][C:53]=1[CH3:54])[N:50]=[C:49]([CH3:55])[CH:48]=[CH:47]2)[OH:43])(=[O:39])[C:35]([CH3:38])([CH3:37])[CH3:36]. (2) Given the product [C:31]([C:24]1[CH:25]=[C:26]([CH2:29][CH3:30])[CH:27]=[CH:28][C:23]=1[O:22][CH:20]([CH3:21])[CH2:19][CH2:18][O:17][C:14]1[CH:15]=[CH:16][C:11]([O:10][C:7]([CH3:8])([CH3:9])[C:6]([OH:40])=[O:5])=[C:12]([CH3:39])[CH:13]=1)(=[O:38])[C:32]1[CH:33]=[CH:34][CH:35]=[CH:36][CH:37]=1, predict the reactants needed to synthesize it. The reactants are: [OH-].[Na+].C([O:5][C:6](=[O:40])[C:7]([O:10][C:11]1[CH:16]=[CH:15][C:14]([O:17][CH2:18][CH2:19][CH:20]([O:22][C:23]2[CH:28]=[CH:27][C:26]([CH2:29][CH3:30])=[CH:25][C:24]=2[C:31](=[O:38])[C:32]2[CH:37]=[CH:36][CH:35]=[CH:34][CH:33]=2)[CH3:21])=[CH:13][C:12]=1[CH3:39])([CH3:9])[CH3:8])C.Cl. (3) Given the product [NH2:26][C:23]1([CH2:22][O:21][C:20]2[CH:34]=[CH:35][C:17]([N:11]3[C:12]([CH3:16])([CH3:15])[C:13](=[O:14])[N:9]([C:6]4[CH:7]=[CH:8][C:3]([C:1]#[N:2])=[C:4]([C:38]([F:40])([F:41])[F:39])[CH:5]=4)[C:10]3=[S:37])=[CH:18][C:19]=2[F:36])[CH2:25][CH2:24]1, predict the reactants needed to synthesize it. The reactants are: [C:1]([C:3]1[CH:8]=[CH:7][C:6]([N:9]2[C:13](=[O:14])[C:12]([CH3:16])([CH3:15])[N:11]([C:17]3[CH:35]=[CH:34][C:20]([O:21][CH2:22][C:23]4([NH:26]C(=O)OC(C)(C)C)[CH2:25][CH2:24]4)=[C:19]([F:36])[CH:18]=3)[C:10]2=[S:37])=[CH:5][C:4]=1[C:38]([F:41])([F:40])[F:39])#[N:2].[OH-].[Na+]. (4) Given the product [CH:1]([C:4]1[CH:9]=[CH:8][C:7]([NH:10][C:11]2[CH:19]=[CH:18][CH:17]=[C:13]3[C:12]=2[C:20](=[O:21])[N:24]([CH:25]2[CH2:31][CH2:30][C:29](=[O:32])[NH:28][C:26]2=[O:27])[C:14]3=[O:16])=[CH:6][CH:5]=1)([CH3:3])[CH3:2], predict the reactants needed to synthesize it. The reactants are: [CH:1]([C:4]1[CH:9]=[CH:8][C:7]([NH:10][C:11]2[CH:19]=[CH:18][CH:17]=[C:13]([C:14]([OH:16])=O)[C:12]=2[C:20](O)=[O:21])=[CH:6][CH:5]=1)([CH3:3])[CH3:2].Cl.[NH2:24][CH:25]1[CH2:31][CH2:30][C:29](=[O:32])[NH:28][C:26]1=[O:27]. (5) The reactants are: [F:1][C:2]1[CH:3]=[C:4]2[C:8](=[CH:9][CH:10]=1)[NH:7][C:6](=[O:11])[C:5]2=O.[NH2:13][C:14]1[CH:15]=[C:16]2[C:20](=[CH:21][CH:22]=1)[NH:19][N:18]=[CH:17]2. Given the product [NH:19]1[C:20]2[C:16](=[CH:15][C:14]([N:13]=[C:5]3[C:4]4[C:8](=[CH:9][CH:10]=[C:2]([F:1])[CH:3]=4)[NH:7][C:6]3=[O:11])=[CH:22][CH:21]=2)[CH:17]=[N:18]1, predict the reactants needed to synthesize it.